This data is from Catalyst prediction with 721,799 reactions and 888 catalyst types from USPTO. The task is: Predict which catalyst facilitates the given reaction. (1) Reactant: C1(P(C2C=CC=CC=2)C2C=CC=CC=2)C=CC=CC=1.[C:20]1(=[O:30])[NH:24][C:23](=[O:25])[C:22]2=[CH:26][CH:27]=[CH:28][CH:29]=[C:21]12.[Cl:31][C:32]1[CH:37]=[CH:36][C:35]([CH:38]([NH:42][C:43]([C:45]2([NH:60][C:61](=[O:67])[O:62][C:63]([CH3:66])([CH3:65])[CH3:64])[CH2:50][CH2:49][N:48]([C:51]3[C:52]4[CH:59]=[CH:58][NH:57][C:53]=4[N:54]=[CH:55][N:56]=3)[CH2:47][CH2:46]2)=[O:44])[CH2:39][CH2:40]O)=[CH:34][CH:33]=1.N(C(OCC)=O)=NC(OCC)=O. Product: [Cl:31][C:32]1[CH:33]=[CH:34][C:35]([CH:38]([NH:42][C:43]([C:45]2([NH:60][C:61](=[O:67])[O:62][C:63]([CH3:66])([CH3:65])[CH3:64])[CH2:46][CH2:47][N:48]([C:51]3[C:52]4[CH:59]=[CH:58][NH:57][C:53]=4[N:54]=[CH:55][N:56]=3)[CH2:49][CH2:50]2)=[O:44])[CH2:39][CH2:40][N:24]2[C:20](=[O:30])[C:21]3[C:22](=[CH:26][CH:27]=[CH:28][CH:29]=3)[C:23]2=[O:25])=[CH:36][CH:37]=1. The catalyst class is: 1. (2) Reactant: [OH:1][C:2]1[CH:15]=[CH:14][C:5]2[C@H:6]([CH2:9][C:10]([O:12][CH3:13])=[O:11])[CH2:7][O:8][C:4]=2[CH:3]=1.[F:16][C:17]([F:30])([F:29])[S:18](O[S:18]([C:17]([F:30])([F:29])[F:16])(=[O:20])=[O:19])(=[O:20])=[O:19]. Product: [F:16][C:17]([F:30])([F:29])[S:18]([O:1][C:2]1[CH:15]=[CH:14][C:5]2[C@H:6]([CH2:9][C:10]([O:12][CH3:13])=[O:11])[CH2:7][O:8][C:4]=2[CH:3]=1)(=[O:20])=[O:19]. The catalyst class is: 17. (3) Reactant: [CH2:1]([O:8][C:9]1[CH:14]=[CH:13][C:12]([C:15](=[O:18])[CH2:16]Br)=[CH:11][C:10]=1[NH:19][S:20]([CH3:23])(=[O:22])=[O:21])[C:2]1[CH:7]=[CH:6][CH:5]=[CH:4][CH:3]=1.C(N(C(C)C)CC)(C)C.[CH:33]1[CH:38]=[CH:37][C:36]([C@H:39]([NH2:42])[CH2:40][OH:41])=[CH:35][CH:34]=1. Product: [CH2:1]([O:8][C:9]1[CH:14]=[CH:13][C:12]([C@@H:15]([OH:18])[CH2:16][NH:42][C@@H:39]([C:36]2[CH:37]=[CH:38][CH:33]=[CH:34][CH:35]=2)[CH2:40][OH:41])=[CH:11][C:10]=1[NH:19][S:20]([CH3:23])(=[O:22])=[O:21])[C:2]1[CH:7]=[CH:6][CH:5]=[CH:4][CH:3]=1. The catalyst class is: 3. (4) Reactant: [NH:1]1[CH:5]=[C:4]([CH2:6][C:7]2[CH:12]=[CH:11][N:10]=[CH:9][CH:8]=2)[N:3]=[CH:2]1.[C:13]([OH:18])(=[O:17])[C:14]([OH:16])=[O:15]. Product: [C:13]([OH:18])(=[O:17])[C:14]([OH:16])=[O:15].[C:13]([OH:18])(=[O:17])[C:14]([OH:16])=[O:15].[NH:1]1[CH:5]=[C:4]([CH2:6][C:7]2[CH:12]=[CH:11][N:10]=[CH:9][CH:8]=2)[N:3]=[CH:2]1. The catalyst class is: 41. (5) Reactant: [CH3:1][C:2]([S:17][C:18](=O)[CH3:19])([C:4](=[O:16])[NH:5][C:6]1[CH:11]=[CH:10][C:9]([C:12]([F:15])([F:14])[F:13])=[CH:8][N:7]=1)[CH3:3].[C:21]([O:25][C:26]([N:28]1[CH2:33][CH2:32]C(CBr)[CH2:30][CH2:29]1)=[O:27])([CH3:24])([CH3:23])[CH3:22].C[O-].[Na+]. Product: [C:21]([O:25][C:26]([N:28]1[CH2:33][CH2:32][CH:1]([C:2]([S:17][CH2:18][CH3:19])([CH3:3])[C:4](=[O:16])[NH:5][C:6]2[CH:11]=[CH:10][C:9]([C:12]([F:15])([F:14])[F:13])=[CH:8][N:7]=2)[CH2:30][CH2:29]1)=[O:27])([CH3:24])([CH3:23])[CH3:22]. The catalyst class is: 8. (6) Reactant: [CH3:1][O:2][C:3]1[C:8]([CH2:9][O:10][CH2:11][O:12][CH3:13])=[C:7]([C@@:14]([OH:20])([CH2:18][CH3:19])[CH2:15][CH2:16][OH:17])[CH:6]=[CH:5][N:4]=1.CC(OI1(OC(C)=O)(OC(C)=O)OC(=O)C2C=CC=CC1=2)=O.[O-]S([O-])(=S)=O.[Na+].[Na+].C([O-])(O)=O.[Na+]. Product: [OH:20][C@:14]([C:7]1[CH:6]=[CH:5][N:4]=[C:3]([O:2][CH3:1])[C:8]=1[CH2:9][O:10][CH2:11][O:12][CH3:13])([CH2:18][CH3:19])[CH2:15][CH:16]=[O:17]. The catalyst class is: 2. (7) Reactant: [CH2:1]([N:4]1[CH2:9][CH2:8][N:7]([C:10]2[N:15]=[CH:14][C:13]([NH2:16])=[CH:12][CH:11]=2)[CH2:6][CH2:5]1)[CH:2]=[CH2:3].[CH:17]([C:20]1[CH:25]=[CH:24][C:23]([S:26](Cl)(=[O:28])=[O:27])=[CH:22][CH:21]=1)([CH3:19])[CH3:18].C(N(CC)CC)C. Product: [CH2:1]([N:4]1[CH2:5][CH2:6][N:7]([C:10]2[N:15]=[CH:14][C:13]([NH:16][S:26]([C:23]3[CH:24]=[CH:25][C:20]([CH:17]([CH3:19])[CH3:18])=[CH:21][CH:22]=3)(=[O:28])=[O:27])=[CH:12][CH:11]=2)[CH2:8][CH2:9]1)[CH:2]=[CH2:3]. The catalyst class is: 7.